From a dataset of CYP2C19 inhibition data for predicting drug metabolism from PubChem BioAssay. Regression/Classification. Given a drug SMILES string, predict its absorption, distribution, metabolism, or excretion properties. Task type varies by dataset: regression for continuous measurements (e.g., permeability, clearance, half-life) or binary classification for categorical outcomes (e.g., BBB penetration, CYP inhibition). Dataset: cyp2c19_veith. (1) The molecule is CCSc1nnc(-c2sc3nnc(-c4ccccc4)c(-c4ccccc4)c3c2N)o1. The result is 1 (inhibitor). (2) The drug is O=c1cc(CN2CCN(c3ccc(F)cc3)CC2)c2cc3c(cc2o1)CCCC3. The result is 0 (non-inhibitor). (3) The drug is COc1cccc(-c2cc(NCCc3c[nH]c4ccc(OC)cc34)ncn2)c1. The result is 1 (inhibitor). (4) The compound is COCC(=O)N1CCC[C@@]2(CCN(C(=O)Nc3cccc(F)c3)C2)C1. The result is 0 (non-inhibitor). (5) The drug is C=C(C)c1cccc(C(C)(C)NC(=O)N2CCN(C/C=C/c3ccccc3)CC2)c1. The result is 1 (inhibitor). (6) The compound is CCOC(=O)NCN1C(=O)C2C3C=CC(C3)C2C1=O. The result is 1 (inhibitor). (7) The drug is O=C(Cc1ccc(Br)cc1)OCC(=O)c1ccc2c(c1)OCCO2. The result is 1 (inhibitor). (8) The drug is Cc1cc(CN2CCCCC2)c(O)c(CN2CCCCC2)c1. The result is 0 (non-inhibitor). (9) The drug is CN(C)C(=O)c1ccc(-c2nccc(NCc3cccnc3)n2)cc1. The result is 0 (non-inhibitor). (10) The molecule is c1ccc2c(c1)c1ccccc1n2Cn1c2ccccc2c2ccccc21. The result is 1 (inhibitor).